From a dataset of Catalyst prediction with 721,799 reactions and 888 catalyst types from USPTO. Predict which catalyst facilitates the given reaction. Reactant: CN([CH:4]=[CH:5][C:6]1[CH:11]=[CH:10][C:9]([O:12][C:13]([F:16])([F:15])[F:14])=[CH:8][C:7]=1[N+:17]([O-])=O)C. Product: [F:16][C:13]([F:14])([F:15])[O:12][C:9]1[CH:8]=[C:7]2[C:6]([CH:5]=[CH:4][NH:17]2)=[CH:11][CH:10]=1. The catalyst class is: 171.